From a dataset of Full USPTO retrosynthesis dataset with 1.9M reactions from patents (1976-2016). Predict the reactants needed to synthesize the given product. (1) Given the product [Cl:1][C:2]1[CH:3]=[C:4]2[C:9](=[CH:10][CH:11]=1)[N:8]=[C:7]([O:12][CH3:13])[C:6]([NH:14][C:15]([N:32]1[CH2:31][CH2:30][N:29]([C:26]3[CH:25]=[CH:24][C:23]([C:20](=[O:22])[CH3:21])=[CH:28][CH:27]=3)[CH2:34][CH2:33]1)=[O:19])=[N:5]2, predict the reactants needed to synthesize it. The reactants are: [Cl:1][C:2]1[CH:3]=[C:4]2[C:9](=[CH:10][CH:11]=1)[N:8]=[C:7]([O:12][CH3:13])[C:6]([NH:14][C:15](=[O:19])OCC)=[N:5]2.[C:20]([C:23]1[CH:28]=[CH:27][C:26]([N:29]2[CH2:34][CH2:33][NH:32][CH2:31][CH2:30]2)=[CH:25][CH:24]=1)(=[O:22])[CH3:21]. (2) The reactants are: [CH3:1][Si:2]([CH3:48])([CH3:47])[CH2:3][CH2:4][O:5][CH2:6][N:7]([CH2:39][O:40][CH2:41][CH2:42][Si:43]([CH3:46])([CH3:45])[CH3:44])[C:8]1[N:13]2[N:14]=[CH:15][C:16]([C:17]3[CH:18]=[N:19][C:20]4C([CH:26]=3)=CC=CC=4)=[C:12]2[N:11]=[C:10]([CH:27]2[CH2:32][CH2:31][CH:30]([CH2:33][C:34]([O:36][CH2:37][CH3:38])=[O:35])[CH2:29][CH2:28]2)[CH:9]=1.C[N:50]1C=C(B2OC(C)(C)C(C)(C)O2)C=N1.N1C2C(=CC=CC=2)C=C(B(O)O)C=1. Given the product [CH3:47][Si:2]([CH3:48])([CH3:1])[CH2:3][CH2:4][O:5][CH2:6][N:7]([CH2:39][O:40][CH2:41][CH2:42][Si:43]([CH3:46])([CH3:45])[CH3:44])[C:8]1[N:13]2[N:14]=[CH:15][C:16]([C:17]3[CH:26]=[N:50][N:19]([CH3:20])[CH:18]=3)=[C:12]2[N:11]=[C:10]([CH:27]2[CH2:28][CH2:29][CH:30]([CH2:33][C:34]([O:36][CH2:37][CH3:38])=[O:35])[CH2:31][CH2:32]2)[CH:9]=1, predict the reactants needed to synthesize it.